This data is from NCI-60 drug combinations with 297,098 pairs across 59 cell lines. The task is: Regression. Given two drug SMILES strings and cell line genomic features, predict the synergy score measuring deviation from expected non-interaction effect. (1) Synergy scores: CSS=0.461, Synergy_ZIP=-1.57, Synergy_Bliss=-3.04, Synergy_Loewe=-10.3, Synergy_HSA=-6.22. Drug 1: CC(C1=C(C=CC(=C1Cl)F)Cl)OC2=C(N=CC(=C2)C3=CN(N=C3)C4CCNCC4)N. Cell line: OVCAR3. Drug 2: CN(CCCl)CCCl.Cl. (2) Drug 1: C1C(C(OC1N2C=NC3=C2NC=NCC3O)CO)O. Drug 2: CC12CCC3C(C1CCC2OP(=O)(O)O)CCC4=C3C=CC(=C4)OC(=O)N(CCCl)CCCl.[Na+]. Cell line: COLO 205. Synergy scores: CSS=7.91, Synergy_ZIP=-1.43, Synergy_Bliss=-4.10, Synergy_Loewe=6.68, Synergy_HSA=-4.79. (3) Drug 1: CCC1=CC2CC(C3=C(CN(C2)C1)C4=CC=CC=C4N3)(C5=C(C=C6C(=C5)C78CCN9C7C(C=CC9)(C(C(C8N6C)(C(=O)OC)O)OC(=O)C)CC)OC)C(=O)OC.C(C(C(=O)O)O)(C(=O)O)O. Drug 2: CS(=O)(=O)OCCCCOS(=O)(=O)C. Cell line: ACHN. Synergy scores: CSS=38.7, Synergy_ZIP=-8.54, Synergy_Bliss=-2.22, Synergy_Loewe=1.60, Synergy_HSA=2.01. (4) Drug 1: CC12CCC(CC1=CCC3C2CCC4(C3CC=C4C5=CN=CC=C5)C)O. Drug 2: CN(C(=O)NC(C=O)C(C(C(CO)O)O)O)N=O. Cell line: SF-268. Synergy scores: CSS=3.01, Synergy_ZIP=-1.73, Synergy_Bliss=-6.46, Synergy_Loewe=-7.84, Synergy_HSA=-7.87.